Task: Predict the reaction yield, written as a fraction of the theoretical maximum amount of product (1.0 means a 100% yield; for example, 0.34 means a 34% yield).. Dataset: Reaction yield outcomes from USPTO patents with 853,638 reactions (1) The reactants are Br[C:2]1[CH:3]=[CH:4][C:5]2[N:9]=[C:8]([CH3:10])[N:7]([C:11]3[N:16]=[CH:15][N:14]=[C:13]([NH2:17])[N:12]=3)[C:6]=2[CH:18]=1.[C:19]([C:21]1([OH:28])[CH2:26][CH:25]2[CH2:27][CH:22]1[CH2:23][CH2:24]2)#[CH:20].C1C=CC(P(C2C=CC=CC=2)CCCP(C2C=CC=CC=2)C2C=CC=CC=2)=CC=1.C(=O)([O-])[O-].[K+].[K+]. The catalyst is CN(C=O)C.C([O-])(=O)C.[Pd+2].C([O-])(=O)C.[Cu]I. The product is [NH2:17][C:13]1[N:14]=[CH:15][N:16]=[C:11]([N:7]2[C:6]3[CH:18]=[C:2]([C:20]#[C:19][C:21]4([OH:28])[CH2:26][CH:25]5[CH2:27][CH:22]4[CH2:23][CH2:24]5)[CH:3]=[CH:4][C:5]=3[N:9]=[C:8]2[CH3:10])[N:12]=1. The yield is 0.0800. (2) The reactants are [CH3:1][O:2][C:3]1[CH:28]=[C:27]([O:29][CH3:30])[CH:26]=[CH:25][C:4]=1[CH2:5][N:6]([C:19]1[CH:24]=[CH:23][N:22]=[CH:21][N:20]=1)[S:7]([C:10]1[CH:15]=[C:14]([F:16])[C:13](F)=[CH:12][C:11]=1[F:18])(=[O:9])=[O:8].[CH2:31]([N:33]1[C:37]([C@H:38]2[CH2:42][CH2:41][CH2:40][C@@H:39]2[OH:43])=[CH:36][CH:35]=[N:34]1)[CH3:32].[H-].[Na+]. The catalyst is CN(C=O)C. The product is [CH3:1][O:2][C:3]1[CH:28]=[C:27]([O:29][CH3:30])[CH:26]=[CH:25][C:4]=1[CH2:5][N:6]([C:19]1[CH:24]=[CH:23][N:22]=[CH:21][N:20]=1)[S:7]([C:10]1[CH:15]=[C:14]([F:16])[C:13]([O:43][C@H:39]2[CH2:40][CH2:41][CH2:42][C@@H:38]2[C:37]2[N:33]([CH2:31][CH3:32])[N:34]=[CH:35][CH:36]=2)=[CH:12][C:11]=1[F:18])(=[O:8])=[O:9]. The yield is 0.810.